This data is from Forward reaction prediction with 1.9M reactions from USPTO patents (1976-2016). The task is: Predict the product of the given reaction. (1) Given the reactants [C:1]([N:8]1[CH2:13][CH2:12][S:11][CH2:10][CH:9]1C(O)=O)([O:3][C:4](C)(C)[CH3:5])=[O:2].Cl.C(OC(=O)[C@H](CS)N)C.C(N(CC)CC)C.BrC(Br)C, predict the reaction product. The product is: [CH2:4]([O:3][C:1]([N:8]1[CH2:9][CH2:10][S:11][CH2:12][CH2:13]1)=[O:2])[CH3:5]. (2) Given the reactants [CH:1]1[CH2:8][CH2:7][CH2:6][CH2:5][CH2:4][CH2:3][CH:2]=1.[C:9](OC(=O)C)(=[O:11])[CH3:10], predict the reaction product. The product is: [CH:1]1([C:9](=[O:11])[CH3:10])[CH2:8][CH2:7][CH2:6][CH2:5][CH:4]=[CH:3][CH2:2]1. (3) Given the reactants C([O:3][C:4](=[O:10])[CH:5](Cl)[C:6]([CH3:8])=O)C.[CH:11]([NH2:13])=[O:12].[OH-].[Na+].Cl, predict the reaction product. The product is: [CH3:8][C:6]1[N:13]=[CH:11][O:12][C:5]=1[C:4]([OH:3])=[O:10]. (4) The product is: [Cl:19][C:20]1[CH:21]=[C:22]([C:23]2[O:10][C:8]([C:6]3[S:7][C:3]([CH2:1][CH3:2])=[C:4]4[CH2:14][C:13]([CH3:15])([CH3:17])[CH2:12][CH2:11][C:5]=34)=[N:26][N:25]=2)[CH:27]=[C:28]([CH3:30])[N:29]=1. Given the reactants [CH2:1]([C:3]1[S:7][C:6]([C:8]([OH:10])=O)=[C:5]2[CH2:11][CH2:12][C:13]([CH2:17]C)([CH2:15]C)[CH2:14][C:4]=12)[CH3:2].[Cl:19][C:20]1[CH:21]=[C:22]([CH:27]=[C:28]([CH3:30])[N:29]=1)[C:23]([NH:25][NH2:26])=O, predict the reaction product. (5) Given the reactants C(OC([NH:11][C@H:12]1[CH2:17][CH2:16][N:15]([C:18]2[CH:19]=[C:20]([CH:25]=[C:26]([F:28])[CH:27]=2)[C:21]([O:23][CH3:24])=[O:22])[CH2:14][C@H:13]1[O:29][CH3:30])=O)C1C=CC=CC=1, predict the reaction product. The product is: [NH2:11][C@H:12]1[CH2:17][CH2:16][N:15]([C:18]2[CH:19]=[C:20]([CH:25]=[C:26]([F:28])[CH:27]=2)[C:21]([O:23][CH3:24])=[O:22])[CH2:14][C@H:13]1[O:29][CH3:30]. (6) Given the reactants I[C:2]1[CH:7]=[CH:6][N:5]=[CH:4][CH:3]=1.[Li][CH2:9][CH2:10][CH2:11][CH3:12].[F:13][C:14]1[CH:19]=[CH:18][C:17]([C:20]2ON=C(C(=O)C)[N:21]=2)=[CH:16][CH:15]=1.C1C[O:31]CC1, predict the reaction product. The product is: [F:13][C:14]1[CH:15]=[CH:16][C:17]([C:20]2[CH:9]=[C:10]([CH:11]([C:2]3[CH:7]=[CH:6][N:5]=[CH:4][CH:3]=3)[CH3:12])[O:31][N:21]=2)=[CH:18][CH:19]=1. (7) Given the reactants I[C:2]1[CH:7]=[C:6]([N+:8]([O-:10])=[O:9])[CH:5]=[CH:4][C:3]=1[N:11]1[CH2:16][CH2:15][N:14]([CH3:17])[CH2:13][CH2:12]1.[C:18]1(C)[CH:23]=[CH:22][CH:21]=[CH:20][CH:19]=1.C(=O)([O-])[O-].[Na+].[Na+].C1(B(O)O)C=CC=CC=1, predict the reaction product. The product is: [CH3:17][N:14]1[CH2:15][CH2:16][N:11]([C:3]2[CH:4]=[CH:5][C:6]([N+:8]([O-:10])=[O:9])=[CH:7][C:2]=2[C:18]2[CH:23]=[CH:22][CH:21]=[CH:20][CH:19]=2)[CH2:12][CH2:13]1. (8) Given the reactants Cl.[NH2:2][C:3]1[CH:32]=[CH:31][C:6]2[N:7]([C:10]3[CH:15]=[CH:14][C:13]([NH:16][C:17]([NH:19][C:20]4[CH:25]=[CH:24][C:23]([Cl:26])=[C:22]([C:27]([F:30])([F:29])[F:28])[CH:21]=4)=[O:18])=[CH:12][CH:11]=3)[CH:8]=[N:9][C:5]=2[CH:4]=1.[C:33](OC(=O)C)(=[O:35])[CH3:34], predict the reaction product. The product is: [Cl:26][C:23]1[CH:24]=[CH:25][C:20]([NH:19][C:17](=[O:18])[NH:16][C:13]2[CH:14]=[CH:15][C:10]([N:7]3[C:6]4[CH:31]=[CH:32][C:3]([NH:2][C:33](=[O:35])[CH3:34])=[CH:4][C:5]=4[N:9]=[CH:8]3)=[CH:11][CH:12]=2)=[CH:21][C:22]=1[C:27]([F:29])([F:30])[F:28]. (9) Given the reactants CO[C:3]([CH:5]1[CH2:9][S:8][C:7]([C:10]2[CH:15]=[CH:14][C:13]([F:16])=[CH:12][CH:11]=2)=[N:6]1)=[O:4].[NH2:17][C:18]1[CH:19]=[CH:20][C:21]([C:28]#[N:29])=[C:22]([C:24]([F:27])([F:26])[F:25])[CH:23]=1.C([Mg]Cl)(C)C, predict the reaction product. The product is: [C:28]([C:21]1[CH:20]=[CH:19][C:18]([NH:17][C:3]([CH:5]2[CH2:9][S:8][C:7]([C:10]3[CH:15]=[CH:14][C:13]([F:16])=[CH:12][CH:11]=3)=[N:6]2)=[O:4])=[CH:23][C:22]=1[C:24]([F:25])([F:26])[F:27])#[N:29]. (10) Given the reactants [C:1]([O:5][CH3:6])(=[O:4])[CH2:2][SH:3].[H-].[Na+].F[C:10]1[CH:15]=[C:14]([F:16])[CH:13]=[CH:12][C:11]=1[C:17](=O)[CH3:18], predict the reaction product. The product is: [F:16][C:14]1[CH:15]=[CH:10][C:11]2[C:17]([CH3:18])=[C:2]([C:1]([O:5][CH3:6])=[O:4])[S:3][C:12]=2[CH:13]=1.